Dataset: Reaction yield outcomes from USPTO patents with 853,638 reactions. Task: Predict the reaction yield, written as a fraction of the theoretical maximum amount of product (1.0 means a 100% yield; for example, 0.34 means a 34% yield). (1) The reactants are C(Cl)CCl.[NH2:5][C:6]1[N:11]=[CH:10][C:9](/[CH:12]=[CH:13]/[C:14]([OH:16])=O)=[CH:8][CH:7]=1.[CH:17]([N:20]1[C:28]2[C:23](=[CH:24][CH:25]=[CH:26][CH:27]=2)[C:22]([CH2:29][NH:30][CH3:31])=[CH:21]1)([CH3:19])[CH3:18].C1C=CC2N(O)N=NC=2C=1.O.C(N(C(C)C)CC)(C)C. The catalyst is CN(C=O)C. The product is [NH2:5][C:6]1[N:11]=[CH:10][C:9](/[CH:12]=[CH:13]/[C:14]([N:30]([CH2:29][C:22]2[C:23]3[C:28](=[CH:27][CH:26]=[CH:25][CH:24]=3)[N:20]([CH:17]([CH3:19])[CH3:18])[CH:21]=2)[CH3:31])=[O:16])=[CH:8][CH:7]=1. The yield is 0.580. (2) The product is [CH3:22][O:21][C:18]1[CH:19]=[CH:20][C:15]([CH2:14][N:8]2[C:7]3[CH:12]=[CH:13][C:4]([N+:1]([O-:3])=[O:2])=[CH:5][C:6]=3[O:11][CH2:10][CH2:9]2)=[CH:16][CH:17]=1. No catalyst specified. The reactants are [N+:1]([C:4]1[CH:13]=[CH:12][C:7]2[NH:8][CH2:9][CH2:10][O:11][C:6]=2[CH:5]=1)([O-:3])=[O:2].[CH:14](=O)[C:15]1[CH:20]=[CH:19][C:18]([O:21][CH3:22])=[CH:17][CH:16]=1.[BH3-]C#N.[Na+]. The yield is 0.700. (3) The reactants are [Cl:1][C:2]1[CH:37]=[CH:36][C:5]([CH2:6][N:7]2[C:12](=[N:13][C:14]3[CH:19]=[CH:18][C:17]([O:20][CH:21]([CH3:23])[CH3:22])=[C:16]([CH3:24])[CH:15]=3)[NH:11][C:10](=[O:25])[N:9]([C:26]3[O:27][CH:28]=[C:29]([C:31]([O:33]C)=[O:32])[N:30]=3)[C:8]2=[O:35])=[CH:4][CH:3]=1.CO.[OH-].[Li+].Cl. The catalyst is O. The product is [Cl:1][C:2]1[CH:3]=[CH:4][C:5]([CH2:6][N:7]2[C:12](=[N:13][C:14]3[CH:19]=[CH:18][C:17]([O:20][CH:21]([CH3:22])[CH3:23])=[C:16]([CH3:24])[CH:15]=3)[NH:11][C:10](=[O:25])[N:9]([C:26]3[O:27][CH:28]=[C:29]([C:31]([OH:33])=[O:32])[N:30]=3)[C:8]2=[O:35])=[CH:36][CH:37]=1. The yield is 0.730. (4) The reactants are [N+:1]([C:4]1[C:5]([NH:23][CH2:24][C@@H:25]2[CH2:30][CH2:29][C@H:28]([OH:31])[CH2:27][CH2:26]2)=[N:6][C:7]([NH:10][CH2:11][C:12]2[CH:17]=[CH:16][CH:15]=[CH:14][C:13]=2[O:18][C:19]([F:22])([F:21])[F:20])=[N:8][CH:9]=1)([O-:3])=[O:2].[CH3:32][S:33](Cl)(=[O:35])=[O:34].C(N(C(C)C)CC)(C)C. The catalyst is C(Cl)Cl. The product is [N+:1]([C:4]1[C:5]([NH:23][CH2:24][C@@H:25]2[CH2:30][CH2:29][C@H:28]([O:31][S:33]([CH3:32])(=[O:35])=[O:34])[CH2:27][CH2:26]2)=[N:6][C:7]([NH:10][CH2:11][C:12]2[CH:17]=[CH:16][CH:15]=[CH:14][C:13]=2[O:18][C:19]([F:22])([F:21])[F:20])=[N:8][CH:9]=1)([O-:3])=[O:2]. The yield is 0.920. (5) The reactants are [C:1]([O:5][C:6]([NH:8][C:9]1[CH:10]=[C:11]([CH:15]=[CH:16][CH:17]=1)[C:12]([OH:14])=O)=[O:7])([CH3:4])([CH3:3])[CH3:2].CCN=C=NCCCN(C)C.C1C=CC2N(O)N=NC=2C=1.CCN(CC)CC.[NH2:46][CH2:47][CH:48]([OH:60])[CH2:49][N:50]1[CH2:59][CH2:58][C:57]2[C:52](=[CH:53][CH:54]=[CH:55][CH:56]=2)[CH2:51]1. The catalyst is C(Cl)Cl. The product is [CH2:51]1[C:52]2[C:57](=[CH:56][CH:55]=[CH:54][CH:53]=2)[CH2:58][CH2:59][N:50]1[CH2:49][CH:48]([OH:60])[CH2:47][NH:46][C:12]([C:11]1[CH:10]=[C:9]([NH:8][C:6](=[O:7])[O:5][C:1]([CH3:2])([CH3:3])[CH3:4])[CH:17]=[CH:16][CH:15]=1)=[O:14]. The yield is 0.710. (6) The reactants are [N:1]1[CH:6]=[CH:5][CH:4]=[C:3]2[CH2:7][CH2:8][CH:9]([OH:10])[C:2]=12. The catalyst is ClCCl.[O-2].[O-2].[Mn+4]. The product is [N:1]1[CH:6]=[CH:5][CH:4]=[C:3]2[CH2:7][CH2:8][C:9](=[O:10])[C:2]=12. The yield is 0.600. (7) The reactants are COC1C=CC(C[N:8]2[C:12]3=[N:13][CH:14]=[CH:15][C:16]([O:17][C:18]4[CH:23]=[CH:22][C:21]([NH:24][C:25]([C:27]5[C:28](=[O:40])[N:29]([C:33]6[CH:38]=[CH:37][C:36]([F:39])=[CH:35][CH:34]=6)[N:30]=[CH:31][CH:32]=5)=[O:26])=[CH:20][C:19]=4[F:41])=[C:11]3[C:10]([NH:42][C@H:43]3[CH2:48][CH2:47][N:46]([CH2:49][CH3:50])[CH2:45][C@H:44]3[F:51])=[N:9]2)=CC=1.FC(F)(F)C(O)=O. No catalyst specified. The product is [CH2:49]([N:46]1[CH2:47][CH2:48][C@H:43]([NH:42][C:10]2[C:11]3[C:12](=[N:13][CH:14]=[CH:15][C:16]=3[O:17][C:18]3[CH:23]=[CH:22][C:21]([NH:24][C:25]([C:27]4[C:28](=[O:40])[N:29]([C:33]5[CH:34]=[CH:35][C:36]([F:39])=[CH:37][CH:38]=5)[N:30]=[CH:31][CH:32]=4)=[O:26])=[CH:20][C:19]=3[F:41])[NH:8][N:9]=2)[C@H:44]([F:51])[CH2:45]1)[CH3:50]. The yield is 0.510. (8) The reactants are [CH3:1][O:2][C:3]1[N:8]=[C:7]([O:9][CH3:10])[C:6]([C:11]2[CH:20]=[C:19]3[C:14]([C:15](Cl)=[C:16]([C:21]([NH2:23])=[O:22])[CH:17]=[N:18]3)=[CH:13][CH:12]=2)=[CH:5][N:4]=1.[NH2:25][C:26]1[CH:27]=[C:28]([C:38]([OH:40])=[O:39])[CH:29]=[C:30]([C:32]2[CH:37]=[CH:36][CH:35]=[CH:34][CH:33]=2)[CH:31]=1. The catalyst is C(O)(=O)C. The product is [NH2:23][C:21]([C:16]1[CH:17]=[N:18][C:19]2[C:14]([C:15]=1[NH:25][C:26]1[CH:27]=[C:28]([C:38]([OH:40])=[O:39])[CH:29]=[C:30]([C:32]3[CH:37]=[CH:36][CH:35]=[CH:34][CH:33]=3)[CH:31]=1)=[CH:13][CH:12]=[C:11]([C:6]1[C:7]([O:9][CH3:10])=[N:8][C:3]([O:2][CH3:1])=[N:4][CH:5]=1)[CH:20]=2)=[O:22]. The yield is 0.316. (9) The reactants are Cl[C:2]1[C:7]([CH:8]=O)=[CH:6][N:5]=[C:4]2[NH:10][CH:11]=[CH:12][C:3]=12.[CH3:13][NH:14][NH2:15].Cl.O. The catalyst is CCCCO. The product is [CH3:13][N:14]1[C:2]2=[C:3]3[CH:12]=[CH:11][NH:10][C:4]3=[N:5][CH:6]=[C:7]2[CH:8]=[N:15]1. The yield is 0.740. (10) The reactants are [N:1]1[O:5][N:4]=[C:3]2[CH:6]=[C:7]([C:10]([N:12]3[CH2:17][CH2:16][CH:15]([OH:18])[CH2:14][CH2:13]3)=[O:11])[CH:8]=[CH:9][C:2]=12.[H-].[Na+].[CH3:21]I. The catalyst is CN(C)C=O.O. The product is [N:1]1[O:5][N:4]=[C:3]2[CH:6]=[C:7]([C:10]([N:12]3[CH2:17][CH2:16][CH:15]([O:18][CH3:21])[CH2:14][CH2:13]3)=[O:11])[CH:8]=[CH:9][C:2]=12. The yield is 0.300.